This data is from Full USPTO retrosynthesis dataset with 1.9M reactions from patents (1976-2016). The task is: Predict the reactants needed to synthesize the given product. (1) Given the product [CH3:13][O:14][C:15]1[N:20]=[C:19]([CH:21]=[C:9]2[C:10](=[O:11])[O:12][C:6]([C:2]3[S:1][CH:5]=[CH:4][CH:3]=3)=[N:8]2)[CH:18]=[CH:17][CH:16]=1, predict the reactants needed to synthesize it. The reactants are: [S:1]1[CH:5]=[CH:4][CH:3]=[C:2]1[C:6]([NH:8][CH2:9][C:10]([OH:12])=[O:11])=O.[CH3:13][O:14][C:15]1[N:20]=[C:19]([CH:21]=O)[CH:18]=[CH:17][CH:16]=1.C([O-])(=O)C.[Na+].C(OC(=O)C)(=O)C. (2) The reactants are: [Cl:1][CH2:2][CH2:3][CH2:4][C:5]1[CH:6]=[C:7]2[C:12](=[CH:13][CH:14]=1)[NH:11][C:10](=O)[CH2:9][C:8]2([CH3:17])[CH3:16].B.C1COCC1. Given the product [Cl:1][CH2:2][CH2:3][CH2:4][C:5]1[CH:6]=[C:7]2[C:12](=[CH:13][CH:14]=1)[NH:11][CH2:10][CH2:9][C:8]2([CH3:17])[CH3:16], predict the reactants needed to synthesize it. (3) Given the product [Cl:12][C:13]1[N:18]=[C:17]([C:19]([O:21][C:1]([CH3:11])([CH3:6])[CH3:2])=[O:20])[C:16]([CH3:22])=[CH:15][CH:14]=1, predict the reactants needed to synthesize it. The reactants are: [C:1]1([CH3:11])[CH:6]=CC(S(Cl)(=O)=O)=C[CH:2]=1.[Cl:12][C:13]1[N:18]=[C:17]([C:19]([OH:21])=[O:20])[C:16]([CH3:22])=[CH:15][CH:14]=1.N1C=CC=CC=1.C(=O)([O-])O.[Na+]. (4) Given the product [CH3:13][NH:12][C:3]1[CH:4]=[N:5][C:6]([C:8]([F:11])([F:9])[F:10])=[CH:7][C:2]=1[NH2:1], predict the reactants needed to synthesize it. The reactants are: [NH2:1][C:2]1[CH:7]=[C:6]([C:8]([F:11])([F:10])[F:9])[N:5]=[CH:4][C:3]=1[N:12](C)[C:13](=O)OC(C)(C)C.C(=O)([O-])O.[Na+]. (5) Given the product [CH3:1][O:2][C:3]1[C:17]([NH2:18])=[CH:16][C:6]2[CH2:7][CH2:8][N:9]([CH2:12][CH2:13][O:14][CH3:15])[CH2:10][CH2:11][C:5]=2[CH:4]=1, predict the reactants needed to synthesize it. The reactants are: [CH3:1][O:2][C:3]1[C:17]([N+:18]([O-])=O)=[CH:16][C:6]2[CH2:7][CH2:8][N:9]([CH2:12][CH2:13][O:14][CH3:15])[CH2:10][CH2:11][C:5]=2[CH:4]=1.O.NN. (6) Given the product [N+:53]([C:56]1[CH:57]=[CH:58][C:59]([C:60]([O:10][CH2:11][C@H:12]2[CH2:13][C@@H:14]([C:16]3[N:20]4[CH:21]=[CH:22][N:23]=[C:24]([Cl:25])[C:19]4=[CH:18][N:17]=3)[CH2:15]2)=[O:61])=[CH:63][CH:64]=1)([O-:55])=[O:54].[N+:53]([C:56]1[CH:57]=[CH:58][C:59]([C:60]([O:36][CH2:37][C@H:38]2[CH2:39][C@H:40]([C:42]3[N:46]4[CH:47]=[CH:48][N:49]=[C:50]([Cl:51])[C:45]4=[CH:44][N:43]=3)[CH2:41]2)=[O:61])=[CH:63][CH:64]=1)([O-:55])=[O:54], predict the reactants needed to synthesize it. The reactants are: C1(C)C=CC(S([O:10][CH2:11][C@H:12]2[CH2:15][C@@H:14]([C:16]3[N:20]4[CH:21]=[CH:22][N:23]=[C:24]([Cl:25])[C:19]4=[CH:18][N:17]=3)[CH2:13]2)(=O)=O)=CC=1.C1(C)C=CC(S([O:36][CH2:37][C@H:38]2[CH2:41][C@H:40]([C:42]3[N:46]4[CH:47]=[CH:48][N:49]=[C:50]([Cl:51])[C:45]4=[CH:44][N:43]=3)[CH2:39]2)(=O)=O)=CC=1.[N+:53]([C:56]1[CH:64]=[CH:63][C:59]([C:60](Cl)=[O:61])=[CH:58][CH:57]=1)([O-:55])=[O:54]. (7) Given the product [Cl:12][C:13]1[C:18]([C:19]2([S:20]([C:23]3[CH:28]=[CH:27][C:26]([Cl:29])=[CH:25][CH:24]=3)(=[O:22])=[O:21])[CH2:11][CH2:10][CH2:9][CH2:8][CH2:7][CH2:6]2)=[CH:17][CH:16]=[CH:15][N:14]=1, predict the reactants needed to synthesize it. The reactants are: C([Li])CCC.[CH3:6][CH2:7][CH2:8][CH2:9][CH2:10][CH3:11].[Cl:12][C:13]1[C:18]([CH2:19][S:20]([C:23]2[CH:28]=[CH:27][C:26]([Cl:29])=[CH:25][CH:24]=2)(=[O:22])=[O:21])=[CH:17][CH:16]=[CH:15][N:14]=1.ICCCCCCI.